From a dataset of Full USPTO retrosynthesis dataset with 1.9M reactions from patents (1976-2016). Predict the reactants needed to synthesize the given product. Given the product [Cl:22][C:16]1[CH:17]=[CH:18][CH:19]=[C:20]([Cl:21])[C:15]=1[C:14]1[CH:13]=[CH:12][NH:11][C:10]=1[C:8]1[C:7]2[C:2](=[N:3][CH:4]=[CH:5][CH:6]=2)[NH:25][N:24]=1, predict the reactants needed to synthesize it. The reactants are: Cl[C:2]1[C:7]([C:8]([C:10]2[NH:11][CH:12]=[CH:13][C:14]=2[C:15]2[C:20]([Cl:21])=[CH:19][CH:18]=[CH:17][C:16]=2[Cl:22])=O)=[CH:6][CH:5]=[CH:4][N:3]=1.O.[NH2:24][NH2:25].